This data is from Reaction yield outcomes from USPTO patents with 853,638 reactions. The task is: Predict the reaction yield, written as a fraction of the theoretical maximum amount of product (1.0 means a 100% yield; for example, 0.34 means a 34% yield). (1) The yield is 0.260. The reactants are [Cr](Cl)([O-])(=O)=O.[NH+]1C=CC=CC=1.[F:12][C:13]1[C:18]([F:19])=[CH:17][C:16]([NH:20][C:21](=[O:26])[C:22]([CH3:25])([CH3:24])[CH3:23])=[C:15]([CH2:27][OH:28])[CH:14]=1. The catalyst is C(Cl)Cl. The product is [F:12][C:13]1[C:18]([F:19])=[CH:17][C:16]([NH:20][C:21](=[O:26])[C:22]([CH3:23])([CH3:24])[CH3:25])=[C:15]([CH:27]=[O:28])[CH:14]=1. (2) The reactants are [Br:1][C:2]1[CH:3]=[C:4]([NH2:9])[C:5]([NH2:8])=[CH:6][CH:7]=1.[CH:10](OC)(OC)OC.Cl.C([O-])(O)=O.[Na+]. The catalyst is CN(C=O)C.O. The product is [Br:1][C:2]1[CH:7]=[CH:6][C:5]2[NH:8][CH:10]=[N:9][C:4]=2[CH:3]=1. The yield is 1.00. (3) The reactants are [C:1](#[N:5])[CH:2]([CH3:4])[CH3:3].[Li+].C[Si]([N-][Si](C)(C)C)(C)C.[Br:16][C:17]1[CH:22]=[CH:21][CH:20]=[CH:19][C:18]=1[CH2:23]Br. The catalyst is C1COCC1. The product is [Br:16][C:17]1[CH:22]=[CH:21][CH:20]=[CH:19][C:18]=1[CH2:23][C:2]([CH3:4])([CH3:3])[C:1]#[N:5]. The yield is 0.990. (4) The reactants are [N:1]1S[N:4]=[C:3]2[C:6]([S:10]([NH:13][C:14]3[CH:32]=[C:31]([Br:33])[CH:30]=[CH:29][C:15]=3[C:16]([NH:18][C@@H:19]([C:21]3[CH:26]=[CH:25][C:24]([F:27])=[CH:23][C:22]=3[F:28])[CH3:20])=[O:17])(=[O:12])=[O:11])=[CH:7][CH:8]=[CH:9][C:2]=12.N[C:35]1C=C(Br)C=C[C:36]=1C(N[C@@H](C1C=CC(F)=CC=1F)C)=O.N1SN=C2C(S(Cl)(=O)=O)=CC=CC=12.N1C=CC=CC=1. The catalyst is C(Cl)Cl. The product is [Br:33][C:31]1[CH:30]=[CH:29][C:15]([C:16]([NH:18][C@@H:19]([C:21]2[CH:26]=[CH:25][C:24]([F:27])=[CH:23][C:22]=2[F:28])[CH3:20])=[O:17])=[C:14]([NH:13][S:10]([C:6]2[C:3]3[N:4]=[CH:35][CH:36]=[N:1][C:2]=3[CH:9]=[CH:8][CH:7]=2)(=[O:12])=[O:11])[CH:32]=1. The yield is 0.880. (5) The reactants are [CH3:1][O:2][C:3]1[CH:8]=[CH:7][C:6]([S:9]([CH2:12][CH2:13][O:14]C2CCCCO2)(=[O:11])=[O:10])=[CH:5][C:4]=1[C:21]1[C:30]2[C:25](=[CH:26][CH:27]=[C:28]([C:31]3[CH:32]=[N:33][N:34]([CH3:36])[CH:35]=3)[CH:29]=2)[C:24](=[O:37])[N:23]([CH3:38])[CH:22]=1.C1(C)C=CC(S([O-])(=O)=O)=CC=1.[NH+]1C=CC=CC=1. The catalyst is C(Cl)Cl. The product is [OH:14][CH2:13][CH2:12][S:9]([C:6]1[CH:7]=[CH:8][C:3]([O:2][CH3:1])=[C:4]([C:21]2[C:30]3[C:25](=[CH:26][CH:27]=[C:28]([C:31]4[CH:32]=[N:33][N:34]([CH3:36])[CH:35]=4)[CH:29]=3)[C:24](=[O:37])[N:23]([CH3:38])[CH:22]=2)[CH:5]=1)(=[O:11])=[O:10]. The yield is 0.244. (6) The reactants are [OH:1][CH2:2][CH2:3][CH2:4][CH2:5][CH2:6][C:7]([O:9][CH2:10][CH3:11])=[O:8].C(N(CC)CC)C.[CH3:19][S:20](Cl)(=[O:22])=[O:21]. The catalyst is ClCCl. The product is [CH3:19][S:20]([O:1][CH2:2][CH2:3][CH2:4][CH2:5][CH2:6][C:7]([O:9][CH2:10][CH3:11])=[O:8])(=[O:22])=[O:21]. The yield is 0.850.